Task: Predict the reactants needed to synthesize the given product.. Dataset: Full USPTO retrosynthesis dataset with 1.9M reactions from patents (1976-2016) Given the product [CH3:1][C:2]1[CH:3]=[C:4]([CH:26]=[CH:27][C:28]=1[O:29][CH2:31][C:32]1[N:33]=[CH:34][S:35][CH:36]=1)[NH:5][C:6]1[C:15]2[C:10](=[CH:11][C:12]([O:24][CH3:25])=[CH:13][C:14]=2[O:16][CH:17]2[CH2:22][CH2:21][N:20]([CH3:23])[CH2:19][CH2:18]2)[N:9]=[CH:8][N:7]=1, predict the reactants needed to synthesize it. The reactants are: [CH3:1][C:2]1[CH:3]=[C:4]([CH:26]=[CH:27][C:28]=1[OH:29])[NH:5][C:6]1[C:15]2[C:10](=[CH:11][C:12]([O:24][CH3:25])=[CH:13][C:14]=2[O:16][CH:17]2[CH2:22][CH2:21][N:20]([CH3:23])[CH2:19][CH2:18]2)[N:9]=[CH:8][N:7]=1.Cl[CH2:31][C:32]1[N:33]=[CH:34][S:35][CH:36]=1.